From a dataset of TCR-epitope binding with 47,182 pairs between 192 epitopes and 23,139 TCRs. Binary Classification. Given a T-cell receptor sequence (or CDR3 region) and an epitope sequence, predict whether binding occurs between them. The epitope is KLMNIQQKL. The TCR CDR3 sequence is CAWSGDRPLAFF. Result: 1 (the TCR binds to the epitope).